Dataset: Peptide-MHC class II binding affinity with 134,281 pairs from IEDB. Task: Regression. Given a peptide amino acid sequence and an MHC pseudo amino acid sequence, predict their binding affinity value. This is MHC class II binding data. (1) The peptide sequence is AYLVLDPLIYFGPFA. The MHC is DRB1_1302 with pseudo-sequence DRB1_1302. The binding affinity (normalized) is 0.626. (2) The peptide sequence is GWIISNIFGAIPVLA. The MHC is HLA-DPA10301-DPB10402 with pseudo-sequence HLA-DPA10301-DPB10402. The binding affinity (normalized) is 0.600. (3) The peptide sequence is HLCGRHLVEAL. The MHC is HLA-DQA10102-DQB10602 with pseudo-sequence HLA-DQA10102-DQB10602. The binding affinity (normalized) is 0. (4) The peptide sequence is QRRFGGTVIRNPLSR. The MHC is DRB3_0202 with pseudo-sequence DRB3_0202. The binding affinity (normalized) is 0.706. (5) The peptide sequence is LQGPFNFRFLTEKGM. The MHC is DRB1_0405 with pseudo-sequence DRB1_0405. The binding affinity (normalized) is 0.439. (6) The peptide sequence is EELKSLNSVQAQYA. The MHC is HLA-DPA10201-DPB11401 with pseudo-sequence HLA-DPA10201-DPB11401. The binding affinity (normalized) is 0.180. (7) The peptide sequence is FAVVDLNKMRAVWVDGKART. The MHC is DRB4_0101 with pseudo-sequence DRB4_0103. The binding affinity (normalized) is 0.721. (8) The peptide sequence is PNLYNIRNLHIPEVC. The MHC is DRB1_0301 with pseudo-sequence DRB1_0301. The binding affinity (normalized) is 0.